This data is from Full USPTO retrosynthesis dataset with 1.9M reactions from patents (1976-2016). The task is: Predict the reactants needed to synthesize the given product. (1) Given the product [CH2:1]([O:3][C:4]([C:6]1[CH:7]=[N:8][N:9]([C:12]2[CH:17]=[CH:16][CH:15]=[CH:14][N:13]=2)[CH:10]=1)=[O:5])[CH3:2], predict the reactants needed to synthesize it. The reactants are: [CH2:1]([O:3][C:4]([C:6]1[CH:7]=[N:8][NH:9][CH:10]=1)=[O:5])[CH3:2].Cl[C:12]1[CH:17]=[CH:16][CH:15]=[CH:14][N:13]=1.C(=O)([O-])[O-].[Cs+].[Cs+].CCCCCCC.C(OCC)(=O)C. (2) Given the product [NH2:15][S:12]([C:7]1[CH:8]=[N:9][C:10]2[C:5]([C:6]=1[NH:17][C:18]1[CH:19]=[C:20]([CH:26]=[CH:27][CH:28]=1)[C:21]([O:23][CH2:24][CH3:25])=[O:22])=[CH:4][CH:3]=[C:2]([Br:1])[CH:11]=2)(=[O:14])=[O:13], predict the reactants needed to synthesize it. The reactants are: [Br:1][C:2]1[CH:11]=[C:10]2[C:5]([C:6](Cl)=[C:7]([S:12]([NH2:15])(=[O:14])=[O:13])[CH:8]=[N:9]2)=[CH:4][CH:3]=1.[NH2:17][C:18]1[CH:19]=[C:20]([CH:26]=[CH:27][CH:28]=1)[C:21]([O:23][CH2:24][CH3:25])=[O:22].C(O)(=O)C. (3) Given the product [CH3:11][C:12]1[C:13]([CH2:19][NH:10][C:2]([CH3:3])([C:4]2[CH:9]=[CH:8][CH:7]=[CH:6][N:5]=2)[CH3:1])=[N:14][CH:15]=[C:16]([CH3:18])[CH:17]=1, predict the reactants needed to synthesize it. The reactants are: [CH3:1][C:2]([NH2:10])([C:4]1[CH:9]=[CH:8][CH:7]=[CH:6][N:5]=1)[CH3:3].[CH3:11][C:12]1[C:13]([CH:19]=O)=[N:14][CH:15]=[C:16]([CH3:18])[CH:17]=1.[BH-](OC(C)=O)(OC(C)=O)OC(C)=O.[Na+]. (4) Given the product [Cl:4][CH2:5][CH2:6][NH:7][C:13](=[O:14])[C:12]1[CH:16]=[CH:17][C:9]([I:8])=[CH:10][CH:11]=1, predict the reactants needed to synthesize it. The reactants are: [OH-].[Na+].Cl.[Cl:4][CH2:5][CH2:6][NH2:7].[I:8][C:9]1[CH:17]=[CH:16][C:12]([C:13](Cl)=[O:14])=[CH:11][CH:10]=1. (5) Given the product [Br:23][C:6]1[N:5]([CH3:14])[C:4](=[O:15])[C:3]([O:2][CH3:1])=[C:8]([C:9]([O:11][CH2:12][CH3:13])=[O:10])[CH:7]=1, predict the reactants needed to synthesize it. The reactants are: [CH3:1][O:2][C:3]1[C:4](=[O:15])[N:5]([CH3:14])[CH:6]=[CH:7][C:8]=1[C:9]([O:11][CH2:12][CH3:13])=[O:10].C1C(=O)N([Br:23])C(=O)C1. (6) Given the product [CH:1]([NH:4][C:5]1[S:6][CH:7]=[C:8]([C:10]2[CH:19]=[C:18]([O:20][CH:21]3[CH2:39][CH:38]4[N:23]([C:24](=[O:44])[CH2:25][CH2:26][CH2:27][CH2:28][CH2:29][CH2:30][CH:31]=[CH:32][CH:33]5[C:35]([C:41]([NH:65][S:62]([CH:59]6[CH2:61][CH2:60]6)(=[O:64])=[O:63])=[O:42])([NH:36][C:37]4=[O:40])[CH2:34]5)[CH2:22]3)[C:17]3[C:12](=[CH:13][C:14]([O:45][CH3:46])=[CH:15][CH:16]=3)[N:11]=2)[N:9]=1)([CH3:3])[CH3:2], predict the reactants needed to synthesize it. The reactants are: [CH:1]([NH:4][C:5]1[S:6][CH:7]=[C:8]([C:10]2[CH:19]=[C:18]([O:20][CH:21]3[CH2:39][CH:38]4[N:23]([C:24](=[O:44])[CH2:25][CH2:26][CH2:27][CH2:28][CH2:29][CH2:30][CH:31]=[CH:32][CH:33]5[C:35]([C:41](O)=[O:42])([NH:36][C:37]4=[O:40])[CH2:34]5)[CH2:22]3)[C:17]3[C:12](=[CH:13][C:14]([O:45][CH3:46])=[CH:15][CH:16]=3)[N:11]=2)[N:9]=1)([CH3:3])[CH3:2].C(N1C=CN=C1)(N1C=CN=C1)=O.[CH:59]1([S:62]([NH2:65])(=[O:64])=[O:63])[CH2:61][CH2:60]1.C1CCN2C(=NCCC2)CC1. (7) Given the product [NH2:1][C:2]1[N:7]=[CH:6][N:5]=[C:4]2[N:8]([CH2:20][C:21]3[O:22][C:23]4[C:28]([C:29](=[O:37])[C:30]=3[C:31]3[CH:32]=[CH:33][CH:34]=[CH:35][CH:36]=3)=[CH:27][CH:26]=[CH:25][CH:24]=4)[N:9]=[C:10]([C:11]3[CH:16]=[C:15]([OH:17])[CH:14]=[C:13]([F:19])[CH:12]=3)[C:3]=12, predict the reactants needed to synthesize it. The reactants are: [NH2:1][C:2]1[N:7]=[CH:6][N:5]=[C:4]2[N:8]([CH2:20][C:21]3[O:22][C:23]4[C:28]([C:29](=[O:37])[C:30]=3[C:31]3[CH:36]=[CH:35][CH:34]=[CH:33][CH:32]=3)=[CH:27][CH:26]=[CH:25][CH:24]=4)[N:9]=[C:10]([C:11]3[CH:16]=[C:15]([O:17]C)[CH:14]=[C:13]([F:19])[CH:12]=3)[C:3]=12.